Dataset: Catalyst prediction with 721,799 reactions and 888 catalyst types from USPTO. Task: Predict which catalyst facilitates the given reaction. (1) Reactant: [CH2:1]([N:6]1[C:14]2[C:9](=[CH:10][CH:11]=[CH:12][CH:13]=2)[C:8](/[CH:15]=[CH:16]/[C:17]([OH:19])=O)=[CH:7]1)[CH2:2][CH:3]([CH3:5])[CH3:4].[F:20][C:21]1[CH:33]=[CH:32][C:24]([C:25]([NH:27][NH:28][CH:29]([CH3:31])[CH3:30])=[O:26])=[CH:23][CH:22]=1.CN(C(ON1N=NC2C=CC=NC1=2)=[N+](C)C)C.F[P-](F)(F)(F)(F)F.C(N(CC)C(C)C)(C)C. Product: [F:20][C:21]1[CH:33]=[CH:32][C:24]([C:25]([NH:27][N:28]([C:17](=[O:19])/[CH:16]=[CH:15]/[C:8]2[C:9]3[C:14](=[CH:13][CH:12]=[CH:11][CH:10]=3)[N:6]([CH2:1][CH2:2][CH:3]([CH3:4])[CH3:5])[CH:7]=2)[CH:29]([CH3:30])[CH3:31])=[O:26])=[CH:23][CH:22]=1. The catalyst class is: 31. (2) Reactant: ClC1C=C(C(Cl)=O)C=C(Cl)C=1.[Cl:12][C:13]1[CH:14]=[C:15]([C:20]([N:22]=[C:23]=[S:24])=[O:21])[CH:16]=[C:17]([Cl:19])[CH:18]=1.[CH3:25][O:26][C:27]1[CH:28]=[C:29]2[C:34](=[CH:35][C:36]=1[O:37][CH3:38])[N:33]=[CH:32][CH:31]=[C:30]2[O:39][C:40]1[CH:46]=[CH:45][C:43]([NH2:44])=[CH:42][C:41]=1[F:47].C1(C)C=CC=CC=1. Product: [Cl:12][C:13]1[CH:14]=[C:15]([C:20]([N:22]=[C:23]=[S:24])=[O:21])[CH:16]=[C:17]([Cl:19])[CH:18]=1.[Cl:12][C:13]1[CH:14]=[C:15]([CH:16]=[C:17]([Cl:19])[CH:18]=1)[C:20]([NH:22][C:23]([NH:44][C:43]1[CH:45]=[CH:46][C:40]([O:39][C:30]2[C:29]3[C:34](=[CH:35][C:36]([O:37][CH3:38])=[C:27]([O:26][CH3:25])[CH:28]=3)[N:33]=[CH:32][CH:31]=2)=[C:41]([F:47])[CH:42]=1)=[S:24])=[O:21]. The catalyst class is: 8. (3) Reactant: [NH2:1][C:2]1[C:7]([N+:8]([O-:10])=[O:9])=[CH:6][CH:5]=[CH:4][C:3]=1[OH:11].[C:12]([O-])([O-])=O.[K+].[K+].IC. Product: [CH3:12][O:11][C:3]1[CH:4]=[CH:5][CH:6]=[C:7]([N+:8]([O-:10])=[O:9])[C:2]=1[NH2:1]. The catalyst class is: 18.